From a dataset of Forward reaction prediction with 1.9M reactions from USPTO patents (1976-2016). Predict the product of the given reaction. (1) Given the reactants [CH:1]1([CH2:5][NH:6][C:7]([C:9]2[N:14]=[C:13]([O:15][CH2:16][C:17]([OH:19])=[O:18])[CH:12]=[CH:11][C:10]=2[NH:20][C:21]([C:23]2[C:32]3[C:27](=[CH:28][CH:29]=[CH:30][CH:31]=3)[C:26]([CH2:33][N:34]3[CH:38]=[CH:37][N:36]=[N:35]3)=[CH:25][CH:24]=2)=[O:22])=[O:8])[CH2:4][CH2:3][CH2:2]1.C(N(CC)CC)C.ClC(O[CH2:50][C:51]([CH3:54])([CH3:53])[CH3:52])=O, predict the reaction product. The product is: [CH3:50][C:51]([CH3:54])([CH3:53])[CH2:52][O:18][C:17](=[O:19])[CH2:16][O:15][C:13]1[CH:12]=[CH:11][C:10]([NH:20][C:21]([C:23]2[C:32]3[C:27](=[CH:28][CH:29]=[CH:30][CH:31]=3)[C:26]([CH2:33][N:34]3[CH:38]=[CH:37][N:36]=[N:35]3)=[CH:25][CH:24]=2)=[O:22])=[C:9]([C:7](=[O:8])[NH:6][CH2:5][CH:1]2[CH2:4][CH2:3][CH2:2]2)[N:14]=1. (2) Given the reactants [CH3:1][C:2]1[C:3]([N+:12]([O-:14])=[O:13])=[C:4]([CH:9]=[CH:10][CH:11]=1)[C:5](OC)=[O:6].[NH3:15], predict the reaction product. The product is: [CH3:1][C:2]1[C:3]([N+:12]([O-:14])=[O:13])=[C:4]([CH:9]=[CH:10][CH:11]=1)[C:5]([NH2:15])=[O:6]. (3) Given the reactants [CH3:1][C:2]1[C:6]2[CH:7]=[CH:8][CH:9]=[CH:10][C:5]=2[O:4][C:3]=1[C:11](O)=[O:12].B.C1COCC1, predict the reaction product. The product is: [CH3:1][C:2]1[C:6]2[CH:7]=[CH:8][CH:9]=[CH:10][C:5]=2[O:4][C:3]=1[CH2:11][OH:12]. (4) Given the reactants [CH:1]1([O:5][C@H:6]([CH3:32])[C@@H:7]([C:28]([O:30][CH3:31])=[O:29])[NH:8][C:9]([C:11]2[CH:16]=[CH:15][C:14]([C:17]3[CH:22]=[CH:21][C:20]([F:23])=[C:19]([F:24])[CH:18]=3)=[CH:13][C:12]=2[N+:25]([O-])=O)=[O:10])[CH2:4][CH2:3][CH2:2]1.[Cl-].[NH4+].[In], predict the reaction product. The product is: [NH2:25][C:12]1[CH:13]=[C:14]([C:17]2[CH:22]=[CH:21][C:20]([F:23])=[C:19]([F:24])[CH:18]=2)[CH:15]=[CH:16][C:11]=1[C:9]([NH:8][C@H:7]([C:28]([O:30][CH3:31])=[O:29])[C@@H:6]([CH3:32])[O:5][CH:1]1[CH2:2][CH2:3][CH2:4]1)=[O:10]. (5) Given the reactants [NH2:1][CH2:2][CH2:3][C:4]1[CH:9]=[CH:8][CH:7]=[CH:6][C:5]=1[C:10]1[CH:15]=[CH:14][C:13]([C@H:16]2[C@H:21]([C:22]3[CH:27]=[CH:26][N:25]([CH3:28])[C:24](=[O:29])[CH:23]=3)[CH2:20][CH2:19][N:18]([C:30]([O:32][C:33]([CH3:36])([CH3:35])[CH3:34])=[O:31])[CH2:17]2)=[C:12]([Cl:37])[CH:11]=1.CCN(CC)CC.[C:45](Cl)(=[O:49])[O:46][CH2:47][CH3:48], predict the reaction product. The product is: [Cl:37][C:12]1[CH:11]=[C:10]([C:5]2[CH:6]=[CH:7][CH:8]=[CH:9][C:4]=2[CH2:3][CH2:2][NH:1][C:45]([O:46][CH2:47][CH3:48])=[O:49])[CH:15]=[CH:14][C:13]=1[C@H:16]1[C@H:21]([C:22]2[CH:27]=[CH:26][N:25]([CH3:28])[C:24](=[O:29])[CH:23]=2)[CH2:20][CH2:19][N:18]([C:30]([O:32][C:33]([CH3:34])([CH3:36])[CH3:35])=[O:31])[CH2:17]1.